This data is from Reaction yield outcomes from USPTO patents with 853,638 reactions. The task is: Predict the reaction yield, written as a fraction of the theoretical maximum amount of product (1.0 means a 100% yield; for example, 0.34 means a 34% yield). (1) The reactants are [CH3:1][O:2][CH2:3][C:4]#[C:5][C:6]1[S:10][C:9]([C:11]2[CH:16]=[CH:15][CH:14]=[CH:13][CH:12]=2)=[N:8][C:7]=1[C:17]([O:19]CC)=[O:18].[Li+].[OH-].Cl. The catalyst is C1COCC1.CO.O.[Cl-].[Na+].O. The product is [CH3:1][O:2][CH2:3][C:4]#[C:5][C:6]1[S:10][C:9]([C:11]2[CH:16]=[CH:15][CH:14]=[CH:13][CH:12]=2)=[N:8][C:7]=1[C:17]([OH:19])=[O:18]. The yield is 0.990. (2) The product is [CH3:21][C:2]1([CH3:1])[CH2:7][C:6]2[NH:8][N:9]=[C:24]([C:23]([F:34])([F:33])[F:22])[C:5]=2[C:4](=[O:20])[CH2:3]1. The reactants are [CH3:1][C:2]1([CH3:21])[CH2:7][C:6](=[N:8][NH:9]S(C2C=CC(C)=CC=2)(=O)=O)[CH2:5][C:4](=[O:20])[CH2:3]1.[F:22][C:23]([F:34])([F:33])[C:24](O[C:24](=O)[C:23]([F:34])([F:33])[F:22])=O.CO.O. The yield is 0.410. The catalyst is O1CCCC1.C(N(CC)CC)C.[Cl-].[NH4+]. (3) The reactants are [CH3:1][S:2][C:3]1[CH:8]=[CH:7][CH:6]=[CH:5][C:4]=1[OH:9].[C:10](Cl)(=[O:12])[CH3:11].[Al+3].[Cl-].[Cl-].[Cl-].Cl.C(N([CH2:24][CH3:25])CC)C.[OH2:26]. The catalyst is C(=S)=S. The product is [C:10]([O:9][C:4]1[CH:5]=[C:6]([C:24](=[O:26])[CH3:25])[CH:7]=[CH:8][C:3]=1[S:2][CH3:1])(=[O:12])[CH3:11]. The yield is 0.370. (4) The reactants are COCCOC[O:7][C:8]1[C:13]([C:14]2[CH:19]=[CH:18][CH:17]=[CH:16][CH:15]=2)=[CH:12][C:11]([O:20][CH2:21][CH2:22][CH2:23][CH3:24])=[CH:10][C:9]=1[C:25]1[CH:30]=[CH:29][CH:28]=[CH:27][CH:26]=1. The catalyst is C(Cl)Cl.CCOC(C)=O.[Zn+2].[Br-].[Br-]. The product is [CH2:21]([O:20][C:11]1[CH:12]=[C:13]([C:14]2[CH:19]=[CH:18][CH:17]=[CH:16][CH:15]=2)[C:8]([OH:7])=[C:9]([C:25]2[CH:30]=[CH:29][CH:28]=[CH:27][CH:26]=2)[CH:10]=1)[CH2:22][CH2:23][CH3:24]. The yield is 0.920. (5) The reactants are [Cl-].[NH4+].C[Al](C)C.C.ClC1C(C#N)=[N:11]C=C(Cl)C=1.[F:18][C:19]1[C:20]([C:26]#[N:27])=[N:21][CH:22]=[C:23]([F:25])[CH:24]=1. The catalyst is C1(C)C=CC=CC=1.CO. The product is [F:18][C:19]1[C:20]([C:26](=[NH:11])[NH2:27])=[N:21][CH:22]=[C:23]([F:25])[CH:24]=1. The yield is 0.391.